This data is from Peptide-MHC class II binding affinity with 134,281 pairs from IEDB. The task is: Regression. Given a peptide amino acid sequence and an MHC pseudo amino acid sequence, predict their binding affinity value. This is MHC class II binding data. The peptide sequence is VEKSQLLNEFNNLYA. The MHC is DRB3_0101 with pseudo-sequence DRB3_0101. The binding affinity (normalized) is 0.329.